Dataset: Full USPTO retrosynthesis dataset with 1.9M reactions from patents (1976-2016). Task: Predict the reactants needed to synthesize the given product. (1) Given the product [Cl:8][C:14]1[CH2:13][C:12]([CH3:18])([CH3:11])[CH2:16][C:15]=1[CH:4]=[O:5], predict the reactants needed to synthesize it. The reactants are: CN([CH:4]=[O:5])C.P(Cl)(Cl)([Cl:8])=O.[CH3:11][C:12]1([CH3:18])[CH2:16][CH2:15][C:14](=O)[CH2:13]1.C([O-])(=O)C.[Na+]. (2) The reactants are: FC(F)(F)C(O)=O.[CH:8]1([CH2:11][O:12][C:13]2[C:21]([C:22]3[C:23]4[CH:32]=[N:31][N:30](COCC[Si](C)(C)C)[C:24]=4[C:25](=[O:29])[N:26]([CH3:28])[CH:27]=3)=[CH:20][CH:19]=[C:18]3[C:14]=2[CH:15]=[N:16][N:17]3[CH3:41])[CH2:10][CH2:9]1.[OH-].[NH4+].O. Given the product [CH:8]1([CH2:11][O:12][C:13]2[C:21]([C:22]3[C:23]4[CH:32]=[N:31][NH:30][C:24]=4[C:25](=[O:29])[N:26]([CH3:28])[CH:27]=3)=[CH:20][CH:19]=[C:18]3[C:14]=2[CH:15]=[N:16][N:17]3[CH3:41])[CH2:10][CH2:9]1, predict the reactants needed to synthesize it. (3) Given the product [CH:1]1([N:4]2[CH2:9][CH2:8][N:7]([C:10]([C:12]3[CH:19]=[CH:18][C:15]([CH:16]([OH:17])[S:24]([O-:26])(=[O:25])=[O:23])=[CH:14][CH:13]=3)=[O:11])[CH2:6][CH2:5]2)[CH2:2][CH2:3]1.[Na+:27], predict the reactants needed to synthesize it. The reactants are: [CH:1]1([N:4]2[CH2:9][CH2:8][N:7]([C:10]([C:12]3[CH:19]=[CH:18][C:15]([CH:16]=[O:17])=[CH:14][CH:13]=3)=[O:11])[CH2:6][CH2:5]2)[CH2:3][CH2:2]1.C(#N)C.[OH:23][S:24]([O-:26])=[O:25].[Na+:27]. (4) Given the product [ClH:31].[OH:24][NH:23][C:21]([C:16]1[CH:17]=[C:18]2[C:13](=[CH:14][CH:15]=1)[CH2:12][N:11]([C:9](=[O:10])[CH2:8][CH2:7][C:3]1[CH:2]=[N:1][CH:6]=[CH:5][CH:4]=1)[CH2:20][CH2:19]2)=[O:22], predict the reactants needed to synthesize it. The reactants are: [N:1]1[CH:6]=[CH:5][CH:4]=[C:3]([CH2:7][CH2:8][C:9]([N:11]2[CH2:20][CH2:19][C:18]3[C:13](=[CH:14][CH:15]=[C:16]([C:21]([NH:23][O:24]C4CCCCO4)=[O:22])[CH:17]=3)[CH2:12]2)=[O:10])[CH:2]=1.[ClH:31]. (5) Given the product [C:31]([O:35][C:36]([N:38]1[CH2:47][CH2:46][C:45]2[C:40](=[CH:41][C:42]([O:48][CH2:49][C:6]3([C:4]([O:3][CH2:1][CH3:2])=[O:5])[CH2:11][CH2:10][N:9]([C:12]4[CH:17]=[CH:16][N:15]=[CH:14][CH:13]=4)[CH2:8][CH2:7]3)=[CH:43][CH:44]=2)[CH2:39]1)=[O:37])([CH3:34])([CH3:33])[CH3:32], predict the reactants needed to synthesize it. The reactants are: [CH2:1]([O:3][C:4]([CH:6]1[CH2:11][CH2:10][N:9]([C:12]2[CH:17]=[CH:16][N:15]=[CH:14][CH:13]=2)[CH2:8][CH2:7]1)=[O:5])[CH3:2].C([N-]C(C)C)(C)C.[Li+].O1CCCC1.[C:31]([O:35][C:36]([N:38]1[CH2:47][CH2:46][C:45]2[C:40](=[CH:41][C:42]([O:48][CH2:49]Cl)=[CH:43][CH:44]=2)[CH2:39]1)=[O:37])([CH3:34])([CH3:33])[CH3:32].[Cl-].[NH4+]. (6) Given the product [Cl:1][C:2]1[N:7]=[C:6]([C:8]([O:10][CH2:11][CH3:12])=[O:9])[C:5]([NH:19][CH:16]2[CH2:17][CH2:18][O:14][CH2:15]2)=[CH:4][N:3]=1, predict the reactants needed to synthesize it. The reactants are: [Cl:1][C:2]1[N:7]=[C:6]([C:8]([O:10][CH2:11][CH3:12])=[O:9])[C:5](F)=[CH:4][N:3]=1.[O:14]1[CH2:18][CH2:17][CH:16]([NH2:19])[CH2:15]1. (7) Given the product [CH3:11][C:7]1[N:6]([CH2:5][C:4]([OH:12])=[O:3])[CH:10]=[CH:9][N:8]=1, predict the reactants needed to synthesize it. The reactants are: C([O:3][C:4](=[O:12])[CH2:5][N:6]1[CH:10]=[CH:9][N:8]=[C:7]1[CH3:11])C.[OH-].[Na+].C1COCC1.CO. (8) Given the product [F:7][C:8]1[C:9]([C:18]([F:21])([F:19])[F:20])=[CH:10][CH:11]=[C:12]2[C:16]=1[NH:15][N:14]=[C:13]2[NH:17][C:1](=[O:5])[CH2:2][CH2:3][CH3:4], predict the reactants needed to synthesize it. The reactants are: [C:1](Cl)(=[O:5])[CH2:2][CH2:3][CH3:4].[F:7][C:8]1[C:9]([C:18]([F:21])([F:20])[F:19])=[CH:10][CH:11]=[C:12]2[C:16]=1[NH:15][N:14]=[C:13]2[NH2:17]. (9) The reactants are: [C:1]([C:3]1[CH:4]=[C:5]2[C:22](=[CH:23][CH:24]=1)[O:21][C:8]1([CH2:13][CH2:12][N:11]([C:14]([O:16][C:17]([CH3:20])([CH3:19])[CH3:18])=[O:15])[CH2:10][CH2:9]1)[CH2:7][C:6]2=[O:25])#[N:2].[N-:26]=[N+:27]=[N-:28].[Na+].Cl.C(N(CC)CC)C.Cl. Given the product [O:25]=[C:6]1[C:5]2[C:22](=[CH:23][CH:24]=[C:3]([C:1]3[NH:28][N:27]=[N:26][N:2]=3)[CH:4]=2)[O:21][C:8]2([CH2:13][CH2:12][N:11]([C:14]([O:16][C:17]([CH3:20])([CH3:19])[CH3:18])=[O:15])[CH2:10][CH2:9]2)[CH2:7]1, predict the reactants needed to synthesize it. (10) Given the product [Cl:1][C:2]1[CH:7]=[CH:6][CH:5]=[CH:4][C:3]=1[N:8]([CH3:29])[C:9]([C:11]1[S:28][C:14]2[C:15]3[CH:23]=[CH:22][C:21]([C:24]([NH:30][C@@H:31]([CH3:32])[CH2:33][OH:34])=[O:25])=[CH:20][C:16]=3[O:17][CH2:18][CH2:19][C:13]=2[CH:12]=1)=[O:10], predict the reactants needed to synthesize it. The reactants are: [Cl:1][C:2]1[CH:7]=[CH:6][CH:5]=[CH:4][C:3]=1[N:8]([CH3:29])[C:9]([C:11]1[S:28][C:14]2[C:15]3[CH:23]=[CH:22][C:21]([C:24](OC)=[O:25])=[CH:20][C:16]=3[O:17][CH2:18][CH2:19][C:13]=2[CH:12]=1)=[O:10].[NH2:30][C@H:31]([CH2:33][OH:34])[CH3:32].